From a dataset of Reaction yield outcomes from USPTO patents with 853,638 reactions. Predict the reaction yield, written as a fraction of the theoretical maximum amount of product (1.0 means a 100% yield; for example, 0.34 means a 34% yield). (1) The reactants are [I-:1].[Na+].[CH:3]([C:5]1[CH:12]=[CH:11][C:8]([CH2:9]Cl)=[CH:7][CH:6]=1)=[CH2:4]. The catalyst is CC(C)=O. The product is [CH:3]([C:5]1[CH:12]=[CH:11][C:8]([CH2:9][I:1])=[CH:7][CH:6]=1)=[CH2:4]. The yield is 0.840. (2) The reactants are Br[C:2]1[CH:17]=[CH:16][C:5]([CH2:6][CH2:7][NH:8][C:9](=[O:15])[O:10][C:11]([CH3:14])([CH3:13])[CH3:12])=[CH:4][CH:3]=1.[C:18](=[O:21])([O-])[O-].[Na+].[Na+].[CH2:24]([N:31]1C=C(B2OC(C)(C)C(C)(C)O2)C=N1)[C:25]1C=CC=[CH:27][CH:26]=1. The catalyst is C1C=CC([P]([Pd]([P](C2C=CC=CC=2)(C2C=CC=CC=2)C2C=CC=CC=2)([P](C2C=CC=CC=2)(C2C=CC=CC=2)C2C=CC=CC=2)[P](C2C=CC=CC=2)(C2C=CC=CC=2)C2C=CC=CC=2)(C2C=CC=CC=2)C2C=CC=CC=2)=CC=1.C(OCC)(=O)C.CCCCCCC. The product is [O:21]=[C:18]1[NH:31][CH:24]=[C:25]([C:2]2[CH:17]=[CH:16][C:5]([CH2:6][CH2:7][NH:8][C:9](=[O:15])[O:10][C:11]([CH3:14])([CH3:13])[CH3:12])=[CH:4][CH:3]=2)[CH:26]=[CH:27]1. The yield is 0.950. (3) The reactants are [CH3:1][C:2](C)([O-])C.[K+].[OH:7][C@@H:8]1[CH2:25][CH2:24][C@@:23]2([CH3:26])[C@H:10]([CH2:11][CH2:12][C@@H:13]3[C:22]2=[CH:21][CH2:20][C@@:18]2([CH3:19])[C@H:14]3[CH2:15][CH2:16][C:17]2=O)[CH2:9]1. The catalyst is [Br-].C([P+](C1C=CC=CC=1)(C1C=CC=CC=1)C1C=CC=CC=1)C.C1COCC1. The product is [OH:7][C@@H:8]1[CH2:25][CH2:24][C@@:23]2([CH3:26])[C@H:10]([CH2:11][CH2:12][C@@H:13]3[C:22]2=[CH:21][CH2:20][C@@:18]2([CH3:19])[C@H:14]3[CH2:15][CH2:16]/[C:17]/2=[CH:1]/[CH3:2])[CH2:9]1. The yield is 0.800. (4) The reactants are [CH2:1]([N:8]1[CH2:15][CH:14]([OH:16])[CH2:13][N:12]([S:17]([C:20]2[CH:25]=[CH:24][CH:23]=[CH:22][CH:21]=2)(=[O:19])=[O:18])[CH2:11][CH:10](O)[CH2:9]1)[C:2]1[CH:7]=[CH:6][CH:5]=[CH:4][CH:3]=1.CS(O)(=O)=O. The catalyst is C1(C)C=CC=CC=1. The product is [CH2:1]([N:8]1[CH2:9][CH:10]2[O:16][CH:14]([CH2:13][N:12]([S:17]([C:20]3[CH:21]=[CH:22][CH:23]=[CH:24][CH:25]=3)(=[O:18])=[O:19])[CH2:11]2)[CH2:15]1)[C:2]1[CH:3]=[CH:4][CH:5]=[CH:6][CH:7]=1. The yield is 0.150. (5) The reactants are Cl[C:2]1[CH:7]=[CH:6][N:5]=[CH:4][C:3]=1[N+:8]([O-:10])=[O:9].[CH3:11][C@H:12]1[CH2:17][NH:16][CH2:15][C@H:14]2[NH:18][C:19](=[O:21])[O:20][C@H:13]12.N1CCCCC1.[C:28](O[C:28]([O:30][C:31]([CH3:34])([CH3:33])[CH3:32])=[O:29])([O:30][C:31]([CH3:34])([CH3:33])[CH3:32])=[O:29].CN(C1C=CC=CN=1)C. The catalyst is C(Cl)Cl. The product is [CH3:11][C@H:12]1[CH2:17][N:16]([C:2]2[CH:7]=[CH:6][N:5]=[CH:4][C:3]=2[N+:8]([O-:10])=[O:9])[CH2:15][C@H:14]2[N:18]([C:28]([O:30][C:31]([CH3:34])([CH3:33])[CH3:32])=[O:29])[C:19](=[O:21])[O:20][C@H:13]12. The yield is 0.350. (6) The reactants are [C:1]([O:5][C:6]([N:8]1[CH2:13][CH2:12][CH:11]([C:14]2[CH:15]=[N:16][C:17]([NH2:20])=[CH:18][CH:19]=2)[CH2:10][CH2:9]1)=[O:7])([CH3:4])([CH3:3])[CH3:2].[Br:21][C:22]1[CH:23]=[C:24](I)[C:25]2[N:26]([CH:28]=[CH:29][N:30]=2)[CH:27]=1.CC1(C)C2C(=C(P(C3C=CC=CC=3)C3C=CC=CC=3)C=CC=2)OC2C(P(C3C=CC=CC=3)C3C=CC=CC=3)=CC=CC1=2.C([O-])([O-])=O.[Cs+].[Cs+]. The catalyst is O1CCOCC1.C1C=CC(/C=C/C(/C=C/C2C=CC=CC=2)=O)=CC=1.C1C=CC(/C=C/C(/C=C/C2C=CC=CC=2)=O)=CC=1.C1C=CC(/C=C/C(/C=C/C2C=CC=CC=2)=O)=CC=1.[Pd].[Pd]. The product is [C:1]([O:5][C:6]([N:8]1[CH2:9][CH2:10][CH:11]([C:14]2[CH:15]=[N:16][C:17]([NH:20][C:24]3[C:25]4[N:26]([CH:28]=[CH:29][N:30]=4)[CH:27]=[C:22]([Br:21])[CH:23]=3)=[CH:18][CH:19]=2)[CH2:12][CH2:13]1)=[O:7])([CH3:4])([CH3:2])[CH3:3]. The yield is 0.810. (7) The reactants are [CH3:1][S:2]([C:5]1[CH:6]=[C:7]([CH:12]=[CH:13][CH:14]=1)[C:8](OC)=[O:9])(=[O:4])=[O:3].O.[NH2:16][NH2:17]. The catalyst is C(O)C. The product is [CH3:1][S:2]([C:5]1[CH:6]=[C:7]([CH:12]=[CH:13][CH:14]=1)[C:8]([NH:16][NH2:17])=[O:9])(=[O:4])=[O:3]. The yield is 0.910. (8) The reactants are Br[C:2]1[CH:3]=[C:4]2[C:13](=[CH:14][CH:15]=1)[O:12][CH2:11][C:10]1[N:5]2[CH:6]([CH3:17])[C:7](=[O:16])[NH:8][N:9]=1.[C:18]([O:22][C:23]([N:25]1[CH2:28][C:27](=[CH2:29])[CH2:26]1)=[O:24])([CH3:21])([CH3:20])[CH3:19].CC1C(P(C2C(C)=CC=CC=2)C2C(C)=CC=CC=2)=CC=CC=1.C(N(CC)CC)C. The catalyst is CC#N.CC([O-])=O.CC([O-])=O.[Pd+2]. The product is [C:18]([O:22][C:23]([N:25]1[CH2:28][C:27](=[CH:29][C:2]2[CH:3]=[C:4]3[C:13](=[CH:14][CH:15]=2)[O:12][CH2:11][C:10]2[N:5]3[CH:6]([CH3:17])[C:7](=[O:16])[NH:8][N:9]=2)[CH2:26]1)=[O:24])([CH3:21])([CH3:20])[CH3:19]. The yield is 0.520.